This data is from NCI-60 drug combinations with 297,098 pairs across 59 cell lines. The task is: Regression. Given two drug SMILES strings and cell line genomic features, predict the synergy score measuring deviation from expected non-interaction effect. Drug 1: CN(C)N=NC1=C(NC=N1)C(=O)N. Drug 2: CCC(=C(C1=CC=CC=C1)C2=CC=C(C=C2)OCCN(C)C)C3=CC=CC=C3.C(C(=O)O)C(CC(=O)O)(C(=O)O)O. Cell line: HOP-62. Synergy scores: CSS=-7.47, Synergy_ZIP=4.28, Synergy_Bliss=0.153, Synergy_Loewe=-6.57, Synergy_HSA=-5.70.